From a dataset of Reaction yield outcomes from USPTO patents with 853,638 reactions. Predict the reaction yield, written as a fraction of the theoretical maximum amount of product (1.0 means a 100% yield; for example, 0.34 means a 34% yield). (1) The reactants are [Cl:1][C:2]1[C:7]([CH3:8])=[CH:6][C:5]([NH:9][CH:10]2[CH2:15][CH2:14][N:13]([C@H:16]3[CH2:21][CH2:20][C@H:19]([O:22][CH2:23][CH3:24])[CH2:18][CH2:17]3)[CH2:12][CH2:11]2)=[C:4]([N+:25]([O-])=O)[CH:3]=1.O.NN. The catalyst is C(O)C.[Ni]. The product is [Cl:1][C:2]1[CH:3]=[C:4]([NH2:25])[C:5]([NH:9][CH:10]2[CH2:15][CH2:14][N:13]([C@H:16]3[CH2:21][CH2:20][C@H:19]([O:22][CH2:23][CH3:24])[CH2:18][CH2:17]3)[CH2:12][CH2:11]2)=[CH:6][C:7]=1[CH3:8]. The yield is 1.00. (2) The reactants are [OH:1][CH2:2][C@H:3]1[O:7][C:6](=[O:8])[CH2:5][CH2:4]1.N1C=CN=C1.[Si:14](Cl)([C:27]([CH3:30])([CH3:29])[CH3:28])([C:21]1[CH:26]=[CH:25][CH:24]=[CH:23][CH:22]=1)[C:15]1[CH:20]=[CH:19][CH:18]=[CH:17][CH:16]=1. The catalyst is CN(C=O)C. The product is [Si:14]([CH:2]([OH:1])[C@H:3]1[O:7][C:6](=[O:8])[CH2:5][CH2:4]1)([C:27]([CH3:30])([CH3:29])[CH3:28])([C:21]1[CH:22]=[CH:23][CH:24]=[CH:25][CH:26]=1)[C:15]1[CH:20]=[CH:19][CH:18]=[CH:17][CH:16]=1. The yield is 0.970. (3) The reactants are NC(NC)NC(=O)CC1C(Cl)=CC=CC=1Cl.[C:17]([C:19]1[CH:24]=[CH:23][C:22]([NH:25][C:26]2[N:31]=[C:30]([CH2:32][C:33]3[C:38]([Cl:39])=[CH:37][CH:36]=[CH:35][C:34]=3[Cl:40])[N:29]=[C:28]([NH:41][C:42](NC(C)C)=O)[N:27]=2)=[CH:21][CH:20]=1)#[N:18]. The catalyst is CN(C=O)C. The product is [Cl:39][C:38]1[CH:37]=[CH:36][CH:35]=[C:34]([Cl:40])[C:33]=1[CH2:32][C:30]1[N:29]=[C:28]([NH:41][CH3:42])[N:27]=[C:26]([NH:25][C:22]2[CH:21]=[CH:20][C:19]([C:17]#[N:18])=[CH:24][CH:23]=2)[N:31]=1. The yield is 0.126.